From a dataset of Forward reaction prediction with 1.9M reactions from USPTO patents (1976-2016). Predict the product of the given reaction. Given the reactants [CH3:1][O:2][C:3]1[CH:4]=[C:5]2[C:10](=[CH:11][C:12]=1[OH:13])[N:9]=[CH:8][CH:7]=[C:6]2[O:14][C:15]1[C:16]([CH3:25])=[N:17][C:18]2[C:23]([CH:24]=1)=[CH:22][CH:21]=[CH:20][CH:19]=2.Br[CH2:27][CH2:28][Cl:29].C(=O)([O-])[O-].[K+].[K+].O, predict the reaction product. The product is: [Cl:29][CH2:28][CH2:27][O:13][C:12]1[CH:11]=[C:10]2[C:5]([C:6]([O:14][C:15]3[C:16]([CH3:25])=[N:17][C:18]4[C:23]([CH:24]=3)=[CH:22][CH:21]=[CH:20][CH:19]=4)=[CH:7][CH:8]=[N:9]2)=[CH:4][C:3]=1[O:2][CH3:1].